From a dataset of Catalyst prediction with 721,799 reactions and 888 catalyst types from USPTO. Predict which catalyst facilitates the given reaction. (1) Reactant: C[O:2][C:3](=[O:22])[CH2:4][CH2:5][CH2:6][CH2:7][CH2:8][NH:9][C:10]([C:12]1[CH:21]=[CH:20][C:19]2[C:14](=[CH:15][CH:16]=[CH:17][CH:18]=2)[CH:13]=1)=[O:11].[Li+].[OH-].Cl. The catalyst class is: 7. Product: [CH:13]1[C:14]2[C:19](=[CH:18][CH:17]=[CH:16][CH:15]=2)[CH:20]=[CH:21][C:12]=1[C:10]([NH:9][CH2:8][CH2:7][CH2:6][CH2:5][CH2:4][C:3]([OH:22])=[O:2])=[O:11]. (2) Reactant: [C:1]([O:5][C:6]([NH:8][CH2:9][CH2:10][NH2:11])=[O:7])([CH3:4])([CH3:3])[CH3:2].C1(C)C=CC(S(O[CH2:22][CH2:23][N:24]=[N+:25]=[N-:26])(=O)=O)=CC=1.C(=O)([O-])[O-].[K+].[K+]. Product: [C:1]([O:5][C:6]([NH:8][CH2:9][CH2:10][N:11]([CH2:22][CH2:23][N:24]=[N+:25]=[N-:26])[CH2:22][CH2:23][N:24]=[N+:25]=[N-:26])=[O:7])([CH3:4])([CH3:3])[CH3:2]. The catalyst class is: 463.